Dataset: Reaction yield outcomes from USPTO patents with 853,638 reactions. Task: Predict the reaction yield, written as a fraction of the theoretical maximum amount of product (1.0 means a 100% yield; for example, 0.34 means a 34% yield). (1) The reactants are C([NH:20][C:21]1[CH:22]=[C:23]([CH2:27][CH2:28]OS(C2C=CC([N+]([O-])=O)=CC=2)(=O)=O)[CH:24]=[CH:25][CH:26]=1)(C1C=CC=CC=1)(C1C=CC=CC=1)C1C=CC=CC=1.[CH2:42]([NH:49][CH2:50][C@@H:51]([C:60]1[CH:69]=[CH:68][C:67]([O:70][CH2:71][C:72]2[CH:77]=[CH:76][CH:75]=[CH:74][CH:73]=2)=[C:66]2[C:61]=1[CH:62]=[CH:63][C:64](=[O:78])[NH:65]2)[O:52][Si:53]([C:56]([CH3:59])([CH3:58])[CH3:57])([CH3:55])[CH3:54])[C:43]1[CH:48]=[CH:47][CH:46]=[CH:45][CH:44]=1.C(=O)(O)[O-].[Na+].Cl. The catalyst is C(#N)C.CCOC(C)=O.O. The product is [NH2:20][C:21]1[CH:22]=[C:23]([CH2:27][CH2:28][N:49]([CH2:42][C:43]2[CH:48]=[CH:47][CH:46]=[CH:45][CH:44]=2)[CH2:50][C@@H:51]([C:60]2[CH:69]=[CH:68][C:67]([O:70][CH2:71][C:72]3[CH:73]=[CH:74][CH:75]=[CH:76][CH:77]=3)=[C:66]3[C:61]=2[CH:62]=[CH:63][C:64](=[O:78])[NH:65]3)[O:52][Si:53]([C:56]([CH3:59])([CH3:58])[CH3:57])([CH3:55])[CH3:54])[CH:24]=[CH:25][CH:26]=1. The yield is 0.680. (2) The product is [C:18]12([CH2:17][O:11][C:3]3[C:2]([Br:1])=[CH:9][C:6]([C:7]#[N:8])=[C:5]([F:10])[CH:4]=3)[CH2:19][CH:20]3[CH2:26][CH:24]([CH2:23][CH:22]([CH2:21]3)[CH2:27]1)[CH2:25]2. The reactants are [Br:1][C:2]1[C:3]([OH:11])=[CH:4][C:5]([F:10])=[C:6]([CH:9]=1)[C:7]#[N:8].CS(O[CH2:17][C:18]12[CH2:27][CH:22]3[CH2:23][CH:24]([CH2:26][CH:20]([CH2:21]3)[CH2:19]1)[CH2:25]2)(=O)=O.C([O-])(C)(C)C.[K+]. The catalyst is CS(C)=O.O. The yield is 0.190. (3) The reactants are [Br:1][C:2]1[CH:3]=[CH:4][C:5]2[N:6]([CH2:16][CH:17]([OH:21])[C:18](O)=[O:19])[C:7]3[C:12]([C:13]=2[CH:14]=1)=[CH:11][C:10]([Br:15])=[CH:9][CH:8]=3.S(Cl)(Cl)=O.[CH3:26][O:27][C:28]1[CH:33]=[CH:32][CH:31]=[C:30]([NH2:34])[CH:29]=1.CCN(CC)CC. The catalyst is C(Cl)Cl. The product is [Br:15][C:10]1[CH:9]=[CH:8][C:7]2[N:6]([CH2:16][CH:17]([OH:21])[C:18]([NH:34][C:30]3[CH:31]=[CH:32][CH:33]=[C:28]([O:27][CH3:26])[CH:29]=3)=[O:19])[C:5]3[C:13]([C:12]=2[CH:11]=1)=[CH:14][C:2]([Br:1])=[CH:3][CH:4]=3. The yield is 0.480.